From a dataset of Reaction yield outcomes from USPTO patents with 853,638 reactions. Predict the reaction yield, written as a fraction of the theoretical maximum amount of product (1.0 means a 100% yield; for example, 0.34 means a 34% yield). The reactants are [C:1]1([C:23]2[CH2:24][CH2:25][CH2:26][CH2:27][CH:28]=2)[CH:6]=[CH:5][C:4]([C:7]2[N:11]=[CH:10][N:9]([C:12]3[CH:17]=[CH:16][C:15]([O:18][C:19]([F:22])([F:21])[F:20])=[CH:14][CH:13]=3)[N:8]=2)=[CH:3][CH:2]=1.ClC1C=C(C=CC=1)C(OO)=[O:34]. The catalyst is C(OCC)C. The product is [C:23]12([C:1]3[CH:2]=[CH:3][C:4]([C:7]4[N:11]=[CH:10][N:9]([C:12]5[CH:13]=[CH:14][C:15]([O:18][C:19]([F:20])([F:21])[F:22])=[CH:16][CH:17]=5)[N:8]=4)=[CH:5][CH:6]=3)[O:34][CH:24]1[CH2:25][CH2:26][CH2:27][CH2:28]2. The yield is 0.770.